This data is from Full USPTO retrosynthesis dataset with 1.9M reactions from patents (1976-2016). The task is: Predict the reactants needed to synthesize the given product. (1) Given the product [CH2:1]([O:3][C:4]([C:6]1[N:7]([C:17]2[CH:22]=[CH:21][C:20]([O:23][CH:24]([CH3:26])[CH3:25])=[CH:19][CH:18]=2)[C:8]2[C:13]([C:14]=1[Cl:15])=[CH:12][C:11]([CH:33]1[CH2:32][CH:31]([C:27]([CH3:29])([CH3:28])[CH3:30])[CH2:36][CH2:35][C:34]1=[O:37])=[CH:10][CH:9]=2)=[O:5])[CH3:2], predict the reactants needed to synthesize it. The reactants are: [CH2:1]([O:3][C:4]([C:6]1[N:7]([C:17]2[CH:22]=[CH:21][C:20]([O:23][CH:24]([CH3:26])[CH3:25])=[CH:19][CH:18]=2)[C:8]2[C:13]([C:14]=1[Cl:15])=[CH:12][C:11](Br)=[CH:10][CH:9]=2)=[O:5])[CH3:2].[C:27]([CH:31]1[CH2:36][CH2:35][C:34](=[O:37])[CH2:33][CH2:32]1)([CH3:30])([CH3:29])[CH3:28].[O-]P([O-])([O-])=O.[K+].[K+].[K+]. (2) Given the product [C:1]([O:5][C:6]([N:8]([CH3:31])[C:9]1[CH:18]=[CH:17][C:16]([O:19][C:20]2[CH:21]=[CH:22][C:23]([N+:26]([O-:28])=[O:27])=[CH:24][CH:25]=2)=[CH:15][C:10]=1[C:11]([O:13][CH3:14])=[O:12])=[O:7])([CH3:4])([CH3:2])[CH3:3], predict the reactants needed to synthesize it. The reactants are: [C:1]([O:5][C:6]([NH:8][C:9]1[CH:18]=[CH:17][C:16]([O:19][C:20]2[CH:25]=[CH:24][C:23]([N+:26]([O-:28])=[O:27])=[CH:22][CH:21]=2)=[CH:15][C:10]=1[C:11]([O:13][CH3:14])=[O:12])=[O:7])([CH3:4])([CH3:3])[CH3:2].[H-].[Na+].[CH3:31]I. (3) The reactants are: [F:1][C:2]1[CH:22]=[CH:21][C:5]([CH2:6][CH:7]2[C:16]3[C:11](=[CH:12][C:13]([O:19][CH3:20])=[C:14]([O:17][CH3:18])[CH:15]=3)[CH2:10][CH2:9][NH:8]2)=[CH:4][CH:3]=1.Br[CH2:24][C:25](Br)=[O:26].[CH2:28]([NH:35][CH3:36])[C:29]1[CH:34]=[CH:33][CH:32]=[CH:31][CH:30]=1. Given the product [F:1][C:2]1[CH:3]=[CH:4][C:5]([CH2:6][CH:7]2[C:16]3[C:11](=[CH:12][C:13]([O:19][CH3:20])=[C:14]([O:17][CH3:18])[CH:15]=3)[CH2:10][CH2:9][N:8]2[CH2:24][C:25]([N:35]([CH2:28][C:29]2[CH:34]=[CH:33][CH:32]=[CH:31][CH:30]=2)[CH3:36])=[O:26])=[CH:21][CH:22]=1, predict the reactants needed to synthesize it. (4) Given the product [F:21][C:2]([F:1])([F:20])[C:3]1[C:11]2[CH2:10][CH2:9][CH2:8][CH2:7][C:6]=2[N:5]([C:12]2[CH:17]=[CH:16][C:15]([CH2:18][NH:19][S:30]([CH3:29])(=[O:32])=[O:31])=[CH:14][CH:13]=2)[N:4]=1, predict the reactants needed to synthesize it. The reactants are: [F:1][C:2]([F:21])([F:20])[C:3]1[C:11]2[CH2:10][CH2:9][CH2:8][CH2:7][C:6]=2[N:5]([C:12]2[CH:17]=[CH:16][C:15]([CH2:18][NH2:19])=[CH:14][CH:13]=2)[N:4]=1.C(N(CC)CC)C.[CH3:29][S:30](Cl)(=[O:32])=[O:31]. (5) The reactants are: [Cl:1][C:2]1[N:10]=[CH:9][N:8]=[C:7]2[C:3]=1[N:4]=[CH:5][N:6]2[CH2:11][CH3:12].[Li+].CC([N-]C(C)C)C.[I:21]I. Given the product [Cl:1][C:2]1[N:10]=[CH:9][N:8]=[C:7]2[C:3]=1[N:4]=[C:5]([I:21])[N:6]2[CH2:11][CH3:12], predict the reactants needed to synthesize it. (6) Given the product [CH3:1][C:2]1[CH:3]=[C:4]([OH:22])[C:5]2[CH:6]=[C:7]([C:12]3[CH:17]=[CH:16][CH:15]=[C:14]([C:18]([F:21])([F:20])[F:19])[CH:13]=3)[N:8]=[N:9][C:10]=2[CH:11]=1, predict the reactants needed to synthesize it. The reactants are: [CH3:1][CH:2]1[CH2:11][C:10]2[N:9]=[N:8][C:7]([C:12]3[CH:17]=[CH:16][CH:15]=[C:14]([C:18]([F:21])([F:20])[F:19])[CH:13]=3)=[CH:6][C:5]=2[C:4](=[O:22])[CH2:3]1.[Br-].C(=O)(O)[O-].[Na+]. (7) Given the product [Cl:1][C:2]1[C:3]([OH:11])=[C:4]([CH:8]=[CH:9][CH:10]=1)[C:5]([NH:24][C:25]1[CH:30]=[CH:29][CH:28]=[C:27]([CH:31]2[CH2:32][CH2:33][N:34]([C:37](=[O:49])[CH2:38][N:39]3[C:43]([CH3:44])=[CH:42][C:41]([C:45]([F:48])([F:47])[F:46])=[N:40]3)[CH2:35][CH2:36]2)[CH:26]=1)=[O:7], predict the reactants needed to synthesize it. The reactants are: [Cl:1][C:2]1[C:3]([OH:11])=[C:4]([CH:8]=[CH:9][CH:10]=1)[C:5]([OH:7])=O.C1N=CN(C(N2C=NC=C2)=O)C=1.[NH2:24][C:25]1[CH:26]=[C:27]([CH:31]2[CH2:36][CH2:35][N:34]([C:37](=[O:49])[CH2:38][N:39]3[C:43]([CH3:44])=[CH:42][C:41]([C:45]([F:48])([F:47])[F:46])=[N:40]3)[CH2:33][CH2:32]2)[CH:28]=[CH:29][CH:30]=1.N1(C2CCCCCCCCCC2)CCCN=CCCCCC1. (8) Given the product [C:33]([OH:40])(=[O:39])/[CH:34]=[CH:35]\[C:36]([OH:38])=[O:37].[CH3:1][O:2][C:3]1[CH:4]=[C:5]([CH:30]=[CH:31][CH:32]=1)[O:6][CH2:7][CH2:8][N:9]1[C:17]2[CH:16]=[CH:15][CH:14]=[CH:13][C:12]=2[C:11]2[CH2:18][CH2:19][NH:20][CH2:21][CH2:22][C:10]1=2, predict the reactants needed to synthesize it. The reactants are: [CH3:1][O:2][C:3]1[CH:4]=[C:5]([CH:30]=[CH:31][CH:32]=1)[O:6][CH2:7][CH2:8][N:9]1[C:17]2[CH:16]=[CH:15][CH:14]=[CH:13][C:12]=2[C:11]2[CH2:18][CH2:19][N:20](C(OC(C)(C)C)=O)[CH2:21][CH2:22][C:10]1=2.[C:33]([OH:40])(=[O:39])/[CH:34]=[CH:35]\[C:36]([OH:38])=[O:37].